This data is from Experimentally validated miRNA-target interactions with 360,000+ pairs, plus equal number of negative samples. The task is: Binary Classification. Given a miRNA mature sequence and a target amino acid sequence, predict their likelihood of interaction. The miRNA is mmu-miR-1967 with sequence UGAGGAUCCUGGGGAGAAGAUGC. The protein sequence of the target gene is MIRDLSKMYPQTRHPAPHQPAQPFKFTISESCDRIKEEFQFLQAQYHSLKLECEKLASEKTEMQRHYVMYYEMSYGLNIEMHKQAEIVKRLNAICAQVIPFLSQEHQQQVVQAVERAKQVTMAELNAIIGQQLQAQHLSHGHGLPVPLTPHPSGLQPPAIPPIGSSAGLLALSSALGGQSHLPIKDEKKHHDNDHQRDRDSIKSSSVSPSASFRGSEKHRNSTDYSSESKKQKTEEKEIAARYDSDGEKSDDNLVVDVSNEDPSSPRGSPAHSPRENGLDKTRLLKKDAPISPASVASSS.... Result: 0 (no interaction).